Dataset: Full USPTO retrosynthesis dataset with 1.9M reactions from patents (1976-2016). Task: Predict the reactants needed to synthesize the given product. (1) The reactants are: C(N)CCC.NO.Cl.[CH:9]#[C:10][C@H:11]([OH:21])[CH2:12][CH2:13][CH2:14][CH2:15][CH2:16][CH2:17][CH2:18][CH2:19][CH3:20].Br[C:23]#[C:24][C@@H:25]([OH:28])[CH:26]=[CH2:27]. Given the product [CH2:27]=[CH:26][C@H:25]([OH:28])[C:24]#[C:23][C:9]#[C:10][C@H:11]([OH:21])[CH2:12][CH2:13][CH2:14][CH2:15][CH2:16][CH2:17][CH2:18][CH2:19][CH3:20], predict the reactants needed to synthesize it. (2) Given the product [OH:35][C@@H:32]1[CH2:2][CH2:3][N:4]([C:3]2[C:2]([C:27]3[CH:28]=[N:23][CH:24]=[N:25][CH:26]=3)=[CH:21][C:6]([C:7]([NH:9][C:10]3[CH:15]=[CH:14][C:13]([O:16][C:17]([F:20])([F:19])[F:18])=[CH:12][CH:11]=3)=[O:8])=[CH:5][N:4]=2)[CH2:5]1, predict the reactants needed to synthesize it. The reactants are: Br[C:2]1[C:3](Cl)=[N:4][CH:5]=[C:6]([CH:21]=1)[C:7]([NH:9][C:10]1[CH:15]=[CH:14][C:13]([O:16][C:17]([F:20])([F:19])[F:18])=[CH:12][CH:11]=1)=[O:8].[N:23]1[CH:28]=[C:27](B(O)O)[CH:26]=[N:25][CH:24]=1.[C:32]([O-:35])([O-])=O.[Na+].[Na+]. (3) Given the product [C:20]([O:19][C:17]([N:13]1[CH2:14][CH2:15][CH2:16][C@@H:12]1[C:4]1[CH:5]=[CH:6][C:7]([C:8]([OH:10])=[O:9])=[C:2]([F:1])[CH:3]=1)=[O:18])([CH3:23])([CH3:21])[CH3:22], predict the reactants needed to synthesize it. The reactants are: [F:1][C:2]1[CH:3]=[C:4]([C@H:12]2[CH2:16][CH2:15][CH2:14][N:13]2[C:17]([O:19][C:20]([CH3:23])([CH3:22])[CH3:21])=[O:18])[CH:5]=[CH:6][C:7]=1[C:8]([O:10]C)=[O:9].O.[OH-].[Li+].Cl. (4) Given the product [CH2:1]([O:3][C:4](=[O:17])[CH:5]([C:7]1[CH:12]=[CH:11][C:10]([OH:13])=[C:9]([NH2:14])[CH:8]=1)[CH3:6])[CH3:2], predict the reactants needed to synthesize it. The reactants are: [CH2:1]([O:3][C:4](=[O:17])[CH:5]([C:7]1[CH:12]=[CH:11][C:10]([OH:13])=[C:9]([N+:14]([O-])=O)[CH:8]=1)[CH3:6])[CH3:2]. (5) Given the product [CH2:1]([N:3]1[C:8]2[N:9]=[C:10]([NH:39][CH2:38][CH2:37][CH:34]3[CH2:35][CH2:36][N:31]([CH3:30])[CH2:32][CH2:33]3)[N:11]=[CH:12][C:7]=2[CH:6]=[C:5]([C:16]2[CH:21]=[CH:20][C:19]([S:22]([N:25]([CH3:27])[CH3:26])(=[O:23])=[O:24])=[CH:18][C:17]=2[CH3:28])[C:4]1=[O:29])[CH3:2], predict the reactants needed to synthesize it. The reactants are: [CH2:1]([N:3]1[C:8]2[N:9]=[C:10](S(C)=O)[N:11]=[CH:12][C:7]=2[CH:6]=[C:5]([C:16]2[CH:21]=[CH:20][C:19]([S:22]([N:25]([CH3:27])[CH3:26])(=[O:24])=[O:23])=[CH:18][C:17]=2[CH3:28])[C:4]1=[O:29])[CH3:2].[CH3:30][N:31]1[CH2:36][CH2:35][CH:34]([CH2:37][CH2:38][NH2:39])[CH2:33][CH2:32]1.CCN(C(C)C)C(C)C. (6) Given the product [ClH:42].[CH3:1][C:2]1[N:7]([CH2:8][C:9]2[C:17]3[C:12](=[CH:13][CH:14]=[CH:15][CH:16]=3)[N:11]([CH3:18])[N:10]=2)[C:6](=[O:19])[C:5]([CH2:20][C:21]2[CH:26]=[CH:25][C:24]([C:27]3[CH:32]=[CH:31][CH:30]=[CH:29][C:28]=3[C:33]3[NH:37][C:36](=[O:38])[O:35][N:34]=3)=[CH:23][CH:22]=2)=[C:4]([CH2:39][CH2:40][CH3:41])[N:3]=1, predict the reactants needed to synthesize it. The reactants are: [CH3:1][C:2]1[N:7]([CH2:8][C:9]2[C:17]3[C:12](=[CH:13][CH:14]=[CH:15][CH:16]=3)[N:11]([CH3:18])[N:10]=2)[C:6](=[O:19])[C:5]([CH2:20][C:21]2[CH:26]=[CH:25][C:24]([C:27]3[CH:32]=[CH:31][CH:30]=[CH:29][C:28]=3[C:33]3[NH:37][C:36](=[O:38])[O:35][N:34]=3)=[CH:23][CH:22]=2)=[C:4]([CH2:39][CH2:40][CH3:41])[N:3]=1.[ClH:42].C(OCC)(=O)C. (7) The reactants are: [CH3:1][O:2][C:3]1[CH:12]=[C:11]2[C:6]([CH2:7][CH2:8][CH:9]([C:13]([OH:15])=O)[CH2:10]2)=[CH:5][CH:4]=1.[Cl:16][C:17]1[CH:23]=[CH:22][C:20]([NH2:21])=[CH:19][C:18]=1[C:24]([F:27])([F:26])[F:25].CCN(C(C)C)C(C)C.CN(C(ON1N=NC2C=CC=NC1=2)=[N+](C)C)C.F[P-](F)(F)(F)(F)F.Cl. Given the product [Cl:16][C:17]1[CH:23]=[CH:22][C:20]([NH:21][C:13]([CH:9]2[CH2:8][CH2:7][C:6]3[C:11](=[CH:12][C:3]([O:2][CH3:1])=[CH:4][CH:5]=3)[CH2:10]2)=[O:15])=[CH:19][C:18]=1[C:24]([F:25])([F:26])[F:27], predict the reactants needed to synthesize it. (8) Given the product [CH3:1][C:2]1[CH:3]=[N:4][N:5]([C:7]2[CH:12]=[CH:11][N:10]=[CH:9][C:8]=2[N:13]2[CH2:14][CH2:15][CH:16]([C:19]([N:45]3[CH2:44][CH2:43][CH2:42][C@H:40]3[C:41]#[N:46])=[O:21])[CH2:17][CH2:18]2)[CH:6]=1, predict the reactants needed to synthesize it. The reactants are: [CH3:1][C:2]1[CH:3]=[N:4][N:5]([C:7]2[CH:12]=[CH:11][N:10]=[CH:9][C:8]=2[N:13]2[CH2:18][CH2:17][CH:16]([C:19]([OH:21])=O)[CH2:15][CH2:14]2)[CH:6]=1.CCN(C(C)C)C(C)C.CN(C(ON1N=[N:46][C:41]2[CH:42]=[CH:43][CH:44]=[N:45][C:40]1=2)=[N+](C)C)C.F[P-](F)(F)(F)(F)F.Cl.N1CCC[C@H]1C#N. (9) Given the product [NH2:6][CH2:15][C:16]([CH3:22])([CH3:21])[C:17]([O:19][CH3:20])=[O:18], predict the reactants needed to synthesize it. The reactants are: O.NN.O=C1C2C(=CC=CC=2)C(=O)[N:6]1[CH2:15][C:16]([CH3:22])([CH3:21])[C:17]([O:19][CH3:20])=[O:18].